The task is: Predict the product of the given reaction.. This data is from Forward reaction prediction with 1.9M reactions from USPTO patents (1976-2016). The product is: [CH3:38][NH:39][CH2:1][C:3]1[S:7][C:6]([C:8]2[CH:9]=[C:10]3[C:14](=[C:15]([C:17]([NH2:19])=[O:18])[CH:16]=2)[NH:13][CH:12]=[C:11]3[CH:20]2[CH2:25][CH2:24][N:23]([S:26]([CH2:29][CH2:30][CH2:31][N:32]3[CH2:37][CH2:36][O:35][CH2:34][CH2:33]3)(=[O:27])=[O:28])[CH2:22][CH2:21]2)=[CH:5][CH:4]=1. Given the reactants [CH:1]([C:3]1[S:7][C:6]([C:8]2[CH:9]=[C:10]3[C:14](=[C:15]([C:17]([NH2:19])=[O:18])[CH:16]=2)[NH:13][CH:12]=[C:11]3[CH:20]2[CH2:25][CH2:24][N:23]([S:26]([CH2:29][CH2:30][CH2:31][N:32]3[CH2:37][CH2:36][O:35][CH2:34][CH2:33]3)(=[O:28])=[O:27])[CH2:22][CH2:21]2)=[CH:5][CH:4]=1)=O.[CH3:38][NH2:39].[BH4-].[Na+], predict the reaction product.